Dataset: Forward reaction prediction with 1.9M reactions from USPTO patents (1976-2016). Task: Predict the product of the given reaction. Given the reactants [C:1]([C:5]1[CH:10]=[CH:9][C:8]([C:11]2[C:19]([CH3:20])=[C:18]([CH3:21])[CH:17]=[C:16]3[C:12]=2[CH:13]=[CH:14][CH2:15]3)=[CH:7][CH:6]=1)([CH3:4])([CH3:3])[CH3:2].CS(C)=O.[Br:26]N1C(=O)CCC1=O.O.C1(C)C=CC(S(O)(=O)=O)=CC=1, predict the reaction product. The product is: [Br:26][C:14]1[CH2:15][C:16]2[C:12]([CH:13]=1)=[C:11]([C:8]1[CH:7]=[CH:6][C:5]([C:1]([CH3:4])([CH3:3])[CH3:2])=[CH:10][CH:9]=1)[C:19]([CH3:20])=[C:18]([CH3:21])[CH:17]=2.